Dataset: Forward reaction prediction with 1.9M reactions from USPTO patents (1976-2016). Task: Predict the product of the given reaction. (1) Given the reactants C([N:8]1[CH2:12][CH2:11][CH:10]([O:13][C:14]2[C:15]([C:20]3[CH:25]=[CH:24][N:23]=[CH:22][CH:21]=3)=[N:16][CH:17]=[CH:18][CH:19]=2)[CH2:9]1)C1C=CC=CC=1.C([O-])=O.[NH4+], predict the reaction product. The product is: [NH:8]1[CH2:12][CH2:11][CH:10]([O:13][C:14]2[C:15]([C:20]3[CH:25]=[CH:24][N:23]=[CH:22][CH:21]=3)=[N:16][CH:17]=[CH:18][CH:19]=2)[CH2:9]1. (2) The product is: [NH2:1][C:2]1[N:7]=[CH:6][C:5]([C:8]2[C:9]3[CH2:18][CH2:17][N:16]([C@@:19]4([CH3:31])[CH2:23][CH2:22][N:21]([C:24]([O:26][C:27]([CH3:30])([CH3:29])[CH3:28])=[O:25])[CH2:20]4)[C:10]=3[N:11]=[C:12]([S:14]([CH3:15])=[O:37])[N:13]=2)=[CH:4][N:3]=1. Given the reactants [NH2:1][C:2]1[N:7]=[CH:6][C:5]([C:8]2[C:9]3[CH2:18][CH2:17][N:16]([C@@:19]4([CH3:31])[CH2:23][CH2:22][N:21]([C:24]([O:26][C:27]([CH3:30])([CH3:29])[CH3:28])=[O:25])[CH2:20]4)[C:10]=3[N:11]=[C:12]([S:14][CH3:15])[N:13]=2)=[CH:4][N:3]=1.ClC1C=C(C=CC=1)C(OO)=[O:37], predict the reaction product. (3) Given the reactants C(N)C1C=CC=CC=1.[NH:9]1[CH2:14][CH2:13][CH:12]([CH2:15][O:16][C:17]2[CH:26]=[CH:25][CH:24]=[C:23]3[C:18]=2[C:19]([NH2:28])=[N:20][C:21]([NH2:27])=[N:22]3)[CH2:11][CH2:10]1.[F:29][C:30]1[C:37]([F:38])=[CH:36][CH:35]=[CH:34][C:31]=1[CH2:32]Br, predict the reaction product. The product is: [F:29][C:30]1[C:37]([F:38])=[CH:36][CH:35]=[CH:34][C:31]=1[CH2:32][N:9]1[CH2:14][CH2:13][CH:12]([CH2:15][O:16][C:17]2[CH:26]=[CH:25][CH:24]=[C:23]3[C:18]=2[C:19]([NH2:28])=[N:20][C:21]([NH2:27])=[N:22]3)[CH2:11][CH2:10]1.